This data is from Reaction yield outcomes from USPTO patents with 853,638 reactions. The task is: Predict the reaction yield, written as a fraction of the theoretical maximum amount of product (1.0 means a 100% yield; for example, 0.34 means a 34% yield). (1) The reactants are [CH3:1][O:2][C:3]1[CH:4]=[C:5]([CH:8]=[C:9]([O:11][CH3:12])[CH:10]=1)[CH:6]=[O:7].[Br:13]Br. The catalyst is C(O)(=O)C. The product is [Br:13][C:8]1[C:9]([O:11][CH3:12])=[CH:10][C:3]([O:2][CH3:1])=[CH:4][C:5]=1[CH:6]=[O:7]. The yield is 0.660. (2) The reactants are [C:1]([O:5][C:6]([NH:8][CH2:9][CH2:10][CH2:11][CH2:12][CH2:13][CH2:14][CH2:15][CH2:16][CH2:17][CH2:18][C:19](O)=[O:20])=[O:7])([CH3:4])([CH3:3])[CH3:2]. The catalyst is O1CCCC1. The product is [C:1]([O:5][C:6](=[O:7])[NH:8][CH2:9][CH2:10][CH2:11][CH2:12][CH2:13][CH2:14][CH2:15][CH2:16][CH2:17][CH2:18][CH2:19][OH:20])([CH3:4])([CH3:2])[CH3:3]. The yield is 0.980. (3) The reactants are [CH3:1][O:2][C:3]1[CH:4]=[C:5]([CH:10]=[CH:11][C:12]=1[O:13][C@@H:14]1[CH2:18][CH2:17][O:16][CH2:15]1)[C:6]([O:8]C)=[O:7].[OH-].[Na+]. The catalyst is O1CCOCC1. The product is [CH3:1][O:2][C:3]1[CH:4]=[C:5]([CH:10]=[CH:11][C:12]=1[O:13][C@@H:14]1[CH2:18][CH2:17][O:16][CH2:15]1)[C:6]([OH:8])=[O:7]. The yield is 0.790.